From a dataset of Catalyst prediction with 721,799 reactions and 888 catalyst types from USPTO. Predict which catalyst facilitates the given reaction. (1) Reactant: [NH2:1][C:2]1[CH:7]=[CH:6][C:5]([CH3:8])=[CH:4][C:3]=1[S:9][CH2:10][C:11]1[CH:20]=[CH:19][CH:18]=[CH:17][C:12]=1[C:13]([O:15][CH3:16])=[O:14].[S:21]1[C:25]([S:26](Cl)(=[O:28])=[O:27])=[CH:24][C:23]2[CH:30]=[CH:31][CH:32]=[CH:33][C:22]1=2. Product: [S:21]1[C:22]2[CH:33]=[CH:32][CH:31]=[CH:30][C:23]=2[CH:24]=[C:25]1[S:26]([NH:1][C:2]1[CH:7]=[CH:6][C:5]([CH3:8])=[CH:4][C:3]=1[S:9][CH2:10][C:11]1[CH:20]=[CH:19][CH:18]=[CH:17][C:12]=1[C:13]([O:15][CH3:16])=[O:14])(=[O:28])=[O:27]. The catalyst class is: 17. (2) Reactant: [CH:1]1([N:5]2[CH2:10][CH2:9][CH:8]([OH:11])[CH2:7][CH2:6]2)[CH2:4][CH2:3][CH2:2]1.CC([O-])(C)C.[K+].Cl[C:19]1[CH:28]=[CH:27][C:26]2[CH:25]3[CH2:29][CH2:30][CH2:31][C:32](=[O:33])[N:24]3[CH2:23][CH2:22][C:21]=2[N:20]=1. Product: [CH:1]1([N:5]2[CH2:6][CH2:7][CH:8]([O:11][C:19]3[CH:28]=[CH:27][C:26]4[CH:25]5[CH2:29][CH2:30][CH2:31][C:32](=[O:33])[N:24]5[CH2:23][CH2:22][C:21]=4[N:20]=3)[CH2:9][CH2:10]2)[CH2:4][CH2:3][CH2:2]1. The catalyst class is: 1. (3) The catalyst class is: 25. Product: [CH3:1][O:2][C:3]1[CH:4]=[C:5]2[C:6](=[CH:7][CH:8]=1)[C:12](=[O:16])[NH:11][CH2:10][CH2:9]2. Reactant: [CH3:1][O:2][C:3]1[CH:4]=[C:5]([CH2:9][CH2:10][NH:11][C:12](=[O:16])OCC)[CH:6]=[CH:7][CH:8]=1.O. (4) Reactant: [O:1]=[C:2]1[C:5]2([CH2:10][CH2:9][N:8]([C:11]([O:13][C:14]([CH3:17])([CH3:16])[CH3:15])=[O:12])[CH2:7][CH2:6]2)[CH2:4][NH:3]1.Cl[C:19]1[CH:26]=[CH:25][C:22]([C:23]#[N:24])=[CH:21][N:20]=1.C([O-])([O-])=O.[K+].[K+].CN(C=O)C. Product: [C:23]([C:22]1[CH:25]=[CH:26][C:19]([N:3]2[CH2:4][C:5]3([CH2:6][CH2:7][N:8]([C:11]([O:13][C:14]([CH3:17])([CH3:16])[CH3:15])=[O:12])[CH2:9][CH2:10]3)[C:2]2=[O:1])=[N:20][CH:21]=1)#[N:24]. The catalyst class is: 25. (5) Reactant: [CH:1]([C:4]1[C:8]([CH2:9][CH2:10][CH2:11][OH:12])=[CH:7][N:6]([C:13]2[N:18]=[CH:17][C:16]([C:19]([F:22])([F:21])[F:20])=[CH:15][N:14]=2)[N:5]=1)([CH3:3])[CH3:2].O[C:24]1[C:29]([O:30][CH3:31])=[CH:28][CH:27]=[CH:26][C:25]=1[CH2:32][C:33]([O:35]CC1C=CC=CC=1)=[O:34].C(P(CCCC)CCCC)CCC.N(C(N1CCCCC1)=O)=NC(N1CCCCC1)=O. Product: [CH3:31][O:30][C:29]1[C:24]([O:12][CH2:11][CH2:10][CH2:9][C:8]2[C:4]([CH:1]([CH3:3])[CH3:2])=[N:5][N:6]([C:13]3[N:14]=[CH:15][C:16]([C:19]([F:21])([F:20])[F:22])=[CH:17][N:18]=3)[CH:7]=2)=[C:25]([CH2:32][C:33]([OH:35])=[O:34])[CH:26]=[CH:27][CH:28]=1. The catalyst class is: 7. (6) Reactant: [C:1]([O:5][C:6]([NH:8][C@@H:9]([CH2:13][CH2:14][CH2:15][CH2:16][CH2:17][C:18](=[O:21])[CH2:19][CH3:20])[C:10]([OH:12])=O)=[O:7])([CH3:4])([CH3:3])[CH3:2].CCN=C=NCCCN(C)C.Cl.C1C=CC2N(O)N=NC=2C=1.[NH2:44][CH2:45][C:46]([C:48]1[C:49](=[O:59])[N:50]([CH3:58])[C:51]2[C:56]([CH:57]=1)=[CH:55][CH:54]=[CH:53][CH:52]=2)=[O:47].CCN(C(C)C)C(C)C. Product: [C:1]([O:5][C:6](=[O:7])[NH:8][C@@H:9]([CH2:13][CH2:14][CH2:15][CH2:16][CH2:17][C:18](=[O:21])[CH2:19][CH3:20])[C:10]([NH:44][CH2:45][C:46]([C:48]1[C:49](=[O:59])[N:50]([CH3:58])[C:51]2[C:56]([CH:57]=1)=[CH:55][CH:54]=[CH:53][CH:52]=2)=[O:47])=[O:12])([CH3:2])([CH3:3])[CH3:4]. The catalyst class is: 85. (7) Reactant: [CH3:1][O:2][C:3]1([O:10][CH3:11])[CH2:8][CH2:7][O:6][CH2:5][CH:4]1[OH:9].[H-].[Na+].[CH3:14]I. Product: [CH3:14][O:9][CH:4]1[C:3]([O:10][CH3:11])([O:2][CH3:1])[CH2:8][CH2:7][O:6][CH2:5]1. The catalyst class is: 1. (8) Product: [CH2:13]([N:20]1[C:24](=[O:25])/[C:23](=[CH:1]/[C:3]2[CH:4]=[CH:5][C:6]([OH:12])=[C:7]([CH:11]=2)[C:8]([OH:10])=[O:9])/[NH:22][C:21]1=[O:26])[C:14]1[CH:15]=[CH:16][CH:17]=[CH:18][CH:19]=1. The catalyst class is: 6. Reactant: [CH:1]([C:3]1[CH:4]=[CH:5][C:6]([OH:12])=[C:7]([CH:11]=1)[C:8]([OH:10])=[O:9])=O.[CH2:13]([N:20]1[C:24](=[O:25])[CH2:23][NH:22][C:21]1=[O:26])[C:14]1[CH:19]=[CH:18][CH:17]=[CH:16][CH:15]=1.NCCO.Cl. (9) Reactant: [CH:1]([OH:3])=O.C(OC(=O)C)(=O)C.[N+:11]([C:14]1[CH:19]=[CH:18][C:17]([NH:20][CH2:21][CH2:22][C:23]2[CH:28]=[CH:27][CH:26]=[CH:25][N:24]=2)=[CH:16][CH:15]=1)([O-:13])=[O:12]. Product: [N+:11]([C:14]1[CH:19]=[CH:18][C:17]([N:20]([CH2:21][CH2:22][C:23]2[CH:28]=[CH:27][CH:26]=[CH:25][N:24]=2)[CH:1]=[O:3])=[CH:16][CH:15]=1)([O-:13])=[O:12]. The catalyst class is: 7. (10) Reactant: [CH3:1][C:2]([CH3:7])([CH3:6])[C:3](Cl)=[O:4].[NH2:8][C:9]1[CH:14]=[C:13]([F:15])[C:12]([F:16])=[CH:11][C:10]=1[CH2:17][OH:18].CCN(C(C)C)C(C)C. Product: [F:16][C:12]1[C:13]([F:15])=[CH:14][C:9]([NH:8][C:3](=[O:4])[C:2]([CH3:7])([CH3:6])[CH3:1])=[C:10]([CH2:17][OH:18])[CH:11]=1. The catalyst class is: 168.